The task is: Predict the reactants needed to synthesize the given product.. This data is from Full USPTO retrosynthesis dataset with 1.9M reactions from patents (1976-2016). (1) Given the product [CH2:18]([O:17][C:15](=[O:16])[CH2:14][O:12][C:3]1[CH:4]=[C:5]([O:10][CH3:11])[C:6]([CH2:8][OH:9])=[CH:7][C:2]=1[Cl:1])[CH3:19], predict the reactants needed to synthesize it. The reactants are: [Cl:1][C:2]1[CH:7]=[C:6]([CH2:8][OH:9])[C:5]([O:10][CH3:11])=[CH:4][C:3]=1[OH:12].Br[CH2:14][C:15]([O:17][CH2:18][CH3:19])=[O:16].C(=O)([O-])[O-].[K+].[K+]. (2) The reactants are: [NH:1]1[CH2:9][CH2:8][CH:4]([C:5]([NH2:7])=[O:6])[CH2:3][CH2:2]1.[F:10][C:11]([F:17])([F:16])[CH2:12][CH2:13][CH2:14]I.C(=O)([O-])[O-].[K+].[K+]. Given the product [F:10][C:11]([F:17])([F:16])[CH2:12][CH2:13][CH2:14][N:1]1[CH2:9][CH2:8][CH:4]([C:5]([NH2:7])=[O:6])[CH2:3][CH2:2]1, predict the reactants needed to synthesize it. (3) Given the product [C:1]([C:3]1([NH:6][C:7]([C@H:9]2[CH2:13][C@H:12]([S:14]([C:17]3[CH:22]=[CH:21][C:20]([N:30]4[CH2:35][CH2:34][O:33][CH2:32][CH2:31]4)=[CH:19][C:18]=3[C:24]([F:27])([F:26])[F:25])(=[O:16])=[O:15])[CH2:11][C@@H:10]2[O:28][CH3:29])=[O:8])[CH2:5][CH2:4]1)#[N:2], predict the reactants needed to synthesize it. The reactants are: [C:1]([C:3]1([NH:6][C:7]([C@H:9]2[CH2:13][C@H:12]([S:14]([C:17]3[CH:22]=[CH:21][C:20](Br)=[CH:19][C:18]=3[C:24]([F:27])([F:26])[F:25])(=[O:16])=[O:15])[CH2:11][C@@H:10]2[O:28][CH3:29])=[O:8])[CH2:5][CH2:4]1)#[N:2].[NH:30]1[CH2:35][CH2:34][O:33][CH2:32][CH2:31]1.C(C1C=CC=C(C(C)(C)C)N=1)(C)(C)C.C([O-])([O-])=O.[Na+].[Na+].